Dataset: Catalyst prediction with 721,799 reactions and 888 catalyst types from USPTO. Task: Predict which catalyst facilitates the given reaction. Reactant: [C:1]([O:5][C:6]([N:8]([CH2:28][C:29]([OH:31])=O)[C@@H:9]1[CH2:11][C@H:10]1[C:12]1[CH:17]=[CH:16][C:15]([O:18][CH2:19][C:20]2[CH:25]=[CH:24][C:23]([C:26]#[N:27])=[CH:22][CH:21]=2)=[CH:14][CH:13]=1)=[O:7])([CH3:4])([CH3:3])[CH3:2].[NH3:32]. Product: [NH2:32][C:29](=[O:31])[CH2:28][N:8]([C@@H:9]1[CH2:11][C@H:10]1[C:12]1[CH:17]=[CH:16][C:15]([O:18][CH2:19][C:20]2[CH:25]=[CH:24][C:23]([C:26]#[N:27])=[CH:22][CH:21]=2)=[CH:14][CH:13]=1)[C:6](=[O:7])[O:5][C:1]([CH3:4])([CH3:2])[CH3:3]. The catalyst class is: 2.